From a dataset of NCI-60 drug combinations with 297,098 pairs across 59 cell lines. Regression. Given two drug SMILES strings and cell line genomic features, predict the synergy score measuring deviation from expected non-interaction effect. (1) Drug 1: C1=NC(=NC(=O)N1C2C(C(C(O2)CO)O)O)N. Drug 2: CC1=C(C(=O)C2=C(C1=O)N3CC4C(C3(C2COC(=O)N)OC)N4)N. Cell line: SW-620. Synergy scores: CSS=51.3, Synergy_ZIP=-1.41, Synergy_Bliss=-1.58, Synergy_Loewe=3.94, Synergy_HSA=5.74. (2) Drug 1: C1CCC(C1)C(CC#N)N2C=C(C=N2)C3=C4C=CNC4=NC=N3. Drug 2: C1CCC(C(C1)N)N.C(=O)(C(=O)[O-])[O-].[Pt+4]. Cell line: UO-31. Synergy scores: CSS=21.5, Synergy_ZIP=-2.56, Synergy_Bliss=2.91, Synergy_Loewe=6.43, Synergy_HSA=6.79. (3) Drug 1: CCC1=CC2CC(C3=C(CN(C2)C1)C4=CC=CC=C4N3)(C5=C(C=C6C(=C5)C78CCN9C7C(C=CC9)(C(C(C8N6C)(C(=O)OC)O)OC(=O)C)CC)OC)C(=O)OC.C(C(C(=O)O)O)(C(=O)O)O. Drug 2: B(C(CC(C)C)NC(=O)C(CC1=CC=CC=C1)NC(=O)C2=NC=CN=C2)(O)O. Cell line: MCF7. Synergy scores: CSS=20.6, Synergy_ZIP=0.454, Synergy_Bliss=1.81, Synergy_Loewe=1.70, Synergy_HSA=1.53.